From a dataset of NCI-60 drug combinations with 297,098 pairs across 59 cell lines. Regression. Given two drug SMILES strings and cell line genomic features, predict the synergy score measuring deviation from expected non-interaction effect. (1) Drug 1: C1=CC(=CC=C1CCC2=CNC3=C2C(=O)NC(=N3)N)C(=O)NC(CCC(=O)O)C(=O)O. Drug 2: C1=CC(=CC=C1CCCC(=O)O)N(CCCl)CCCl. Cell line: SW-620. Synergy scores: CSS=26.9, Synergy_ZIP=-9.47, Synergy_Bliss=-8.44, Synergy_Loewe=-3.79, Synergy_HSA=-2.12. (2) Drug 1: CN1C2=C(C=C(C=C2)N(CCCl)CCCl)N=C1CCCC(=O)O.Cl. Drug 2: CC1C(C(CC(O1)OC2CC(CC3=C2C(=C4C(=C3O)C(=O)C5=C(C4=O)C(=CC=C5)OC)O)(C(=O)CO)O)N)O.Cl. Cell line: EKVX. Synergy scores: CSS=8.56, Synergy_ZIP=-3.36, Synergy_Bliss=-3.33, Synergy_Loewe=-16.0, Synergy_HSA=-4.26.